This data is from Forward reaction prediction with 1.9M reactions from USPTO patents (1976-2016). The task is: Predict the product of the given reaction. (1) Given the reactants [OH:1][C:2]1[CH:7]=[CH:6][C:5]([C@@H:8]([CH2:14][CH2:15][CH3:16])[CH2:9][C:10]([O:12][CH3:13])=[O:11])=[CH:4][CH:3]=1.Cl[CH2:18][C:19]1[CH:20]=[CH:21][C:22]([C:34]([CH3:37])([CH3:36])[CH3:35])=[C:23]([C:25]2[CH:30]=[C:29]([O:31][CH3:32])[CH:28]=[CH:27][C:26]=2[F:33])[CH:24]=1, predict the reaction product. The product is: [CH3:37][C:34]([C:22]1[C:23]([C:25]2[CH:30]=[C:29]([O:31][CH3:32])[CH:28]=[CH:27][C:26]=2[F:33])=[CH:24][C:19]([CH2:18][O:1][C:2]2[CH:3]=[CH:4][C:5]([C@@H:8]([CH2:14][CH2:15][CH3:16])[CH2:9][C:10]([O:12][CH3:13])=[O:11])=[CH:6][CH:7]=2)=[CH:20][CH:21]=1)([CH3:35])[CH3:36]. (2) Given the reactants [C:1]([O:5][C:6](=[O:12])[NH:7][CH2:8][CH2:9][CH:10]=O)([CH3:4])([CH3:3])[CH3:2].[Br:13][C:14]1[CH:19]=[CH:18][C:17]([C@@H:20]([NH2:22])[CH3:21])=[CH:16][CH:15]=1.[BH4-].[Na+].CCN(CC)CC.[CH3:32][C:33]([O:36][C:37](O[C:37]([O:36][C:33]([CH3:35])([CH3:34])[CH3:32])=[O:38])=[O:38])([CH3:35])[CH3:34], predict the reaction product. The product is: [C:1]([O:5][C:6](=[O:12])[NH:7][CH2:8][CH2:9][CH2:10][N:22]([CH:20]([C:17]1[CH:18]=[CH:19][C:14]([Br:13])=[CH:15][CH:16]=1)[CH3:21])[C:37]([O:36][C:33]([CH3:35])([CH3:34])[CH3:32])=[O:38])([CH3:4])([CH3:3])[CH3:2]. (3) Given the reactants [NH2:1][C:2]1[CH:3]=[N:4][CH:5]=[CH:6][CH:7]=1.ClC1C=C[C:16]2[C:11](=[CH:12][C:13]([C:19]3[NH:27][C:26]4[CH2:25][CH2:24][NH:23][C:22](=[O:28])[C:21]=4[CH:20]=3)=[CH:14][CH:15]=2)N=1.[Li+].C[Si]([N-:34][Si](C)(C)C)(C)C.[CH2:39]1[CH2:43]OC[CH2:40]1, predict the reaction product. The product is: [N:4]1[CH:5]=[CH:6][CH:7]=[C:2]([NH:1][C:43]2[CH:39]=[CH:40][C:11]3[C:12](=[C:13]([C:19]4[NH:27][C:26]5[CH2:25][CH2:24][NH:23][C:22](=[O:28])[C:21]=5[CH:20]=4)[CH:14]=[CH:15][CH:16]=3)[N:34]=2)[CH:3]=1. (4) Given the reactants C(O[C:4](=[O:9])[CH2:5][C:6](=O)[CH3:7])C.[C:10]1([CH3:23])[CH:15]=[CH:14][CH:13]=[CH:12][C:11]=1[NH:16][C:17]([NH:19][C:20]([NH2:22])=[NH:21])=[NH:18], predict the reaction product. The product is: [CH3:7][C:6]1[N:21]=[C:20]([NH:19][C:17]([NH:16][C:11]2[CH:12]=[CH:13][CH:14]=[CH:15][C:10]=2[CH3:23])=[NH:18])[NH:22][C:4](=[O:9])[CH:5]=1.